The task is: Predict the reactants needed to synthesize the given product.. This data is from Full USPTO retrosynthesis dataset with 1.9M reactions from patents (1976-2016). (1) Given the product [C:1]([CH:15]1[C:16](=[O:20])[CH2:17][CH2:18][CH2:19][C:14]1=[O:21])(=[O:3])[CH3:2], predict the reactants needed to synthesize it. The reactants are: [C:1](OC1C=CC([N+]([O-])=O)=CC=1)(=[O:3])[CH3:2].[C:14]1(=[O:21])[CH2:19][CH2:18][CH2:17][C:16](=[O:20])[CH2:15]1.C(N(CC)CC)C. (2) Given the product [ClH:7].[ClH:7].[CH3:10][N:9]([CH2:11][C:12]1[C:13]([NH:39][C:40]([C:42]2[O:43][CH:44]=[CH:45][CH:46]=2)=[O:41])=[N:14][C:15]([C:31]2[CH:36]=[CH:35][C:34]([F:37])=[CH:33][C:32]=2[OH:38])=[CH:16][C:17]=1[C:18]1[CH:23]=[CH:22][CH:21]=[C:20]([NH:24][C:25](=[O:30])[CH2:26][N:27]([CH3:28])[CH3:29])[CH:19]=1)[CH3:8], predict the reactants needed to synthesize it. The reactants are: C(OCC)(=O)C.[ClH:7].[CH3:8][N:9]([CH2:11][C:12]1[C:13]([NH:39][C:40]([C:42]2[O:43][CH:44]=[CH:45][CH:46]=2)=[O:41])=[N:14][C:15]([C:31]2[CH:36]=[CH:35][C:34]([F:37])=[CH:33][C:32]=2[OH:38])=[CH:16][C:17]=1[C:18]1[CH:23]=[CH:22][CH:21]=[C:20]([NH:24][C:25](=[O:30])[CH2:26][N:27]([CH3:29])[CH3:28])[CH:19]=1)[CH3:10]. (3) Given the product [O:38]=[C:39]1[C:47]2[C:42](=[CH:43][CH:44]=[C:45]([C:48]3[CH:49]=[CH:50][C:51]([NH:54][C:55]([NH:57][C:58]4[CH:63]=[CH:62][CH:61]=[C:60]([C:64]([F:66])([F:65])[F:67])[CH:59]=4)=[O:56])=[CH:52][CH:53]=3)[CH:46]=2)[CH2:41][N:40]1[C@@H:68]([C:73]1[CH:74]=[CH:75][CH:76]=[CH:77][CH:78]=1)[C:69]([OH:71])=[O:70], predict the reactants needed to synthesize it. The reactants are: CC(C)[C@@H](N1CC2C(=CC(C3C=CC(NC(NC4C=CC=C(C(F)(F)F)C=4)=O)=CC=3)=CC=2)C1=O)C(O)=O.[O:38]=[C:39]1[C:47]2[C:42](=[CH:43][CH:44]=[C:45]([C:48]3[CH:53]=[CH:52][C:51]([NH:54][C:55]([NH:57][C:58]4[CH:63]=[CH:62][CH:61]=[C:60]([C:64]([F:67])([F:66])[F:65])[CH:59]=4)=[O:56])=[CH:50][CH:49]=3)[CH:46]=2)[CH2:41][N:40]1[C@@H:68]([C:73]1[CH:78]=[CH:77][CH:76]=[CH:75][CH:74]=1)[C:69]([O:71]C)=[O:70]. (4) Given the product [C:37]([C:26]1[CH:27]=[N:28][C:29]2[CH:30]=[CH:31][C:32](=[O:36])[N:33]([CH3:35])[C:34]=2[C:25]=1[CH2:23][CH2:24][N:10]1[CH2:11][C@@H:12]([OH:13])[C@@H:8]([CH2:7][NH:6][C:4](=[O:5])[C:3]([F:2])([F:14])[F:15])[CH2:9]1)#[N:38], predict the reactants needed to synthesize it. The reactants are: Cl.[F:2][C:3]([F:15])([F:14])[C:4]([NH:6][CH2:7][C@@H:8]1[C@H:12]([OH:13])[CH2:11][NH:10][CH2:9]1)=[O:5].C(N(CC)CC)C.[CH:23]([C:25]1[C:34]2[N:33]([CH3:35])[C:32](=[O:36])[CH:31]=[CH:30][C:29]=2[N:28]=[CH:27][C:26]=1[C:37]#[N:38])=[CH2:24].CN(C)C(N(C)C)=N. (5) The reactants are: [CH2:1]([NH:3][CH3:4])[CH3:2].CS(O[CH2:10][CH2:11][CH2:12][N:13]([C:15]([O:17][CH:18]([CH2:37][CH2:38][CH2:39][CH2:40][CH2:41][CH2:42][CH2:43][CH2:44]/[CH:45]=[CH:46]\[CH2:47]/[CH:48]=[CH:49]\[CH2:50][CH2:51][CH2:52][CH2:53][CH3:54])[CH2:19][CH2:20][CH2:21][CH2:22][CH2:23][CH2:24][CH2:25][CH2:26]/[CH:27]=[CH:28]\[CH2:29]/[CH:30]=[CH:31]\[CH2:32][CH2:33][CH2:34][CH2:35][CH3:36])=[O:16])[CH3:14])(=O)=O. Given the product [CH2:1]([N:3]([CH3:4])[CH2:10][CH2:11][CH2:12][N:13]([CH3:14])[C:15](=[O:16])[O:17][CH:18]([CH2:37][CH2:38][CH2:39][CH2:40][CH2:41][CH2:42][CH2:43][CH2:44]/[CH:45]=[CH:46]\[CH2:47]/[CH:48]=[CH:49]\[CH2:50][CH2:51][CH2:52][CH2:53][CH3:54])[CH2:19][CH2:20][CH2:21][CH2:22][CH2:23][CH2:24][CH2:25][CH2:26]/[CH:27]=[CH:28]\[CH2:29]/[CH:30]=[CH:31]\[CH2:32][CH2:33][CH2:34][CH2:35][CH3:36])[CH3:2], predict the reactants needed to synthesize it. (6) Given the product [F:34][C:15]([F:14])([F:33])[O:16][C:17]1[CH:22]=[CH:21][C:20]([CH:23]2[CH2:28][N:27]([C:2]([O:4][C:5]3[CH:10]=[CH:9][C:8]([N+:11]([O-:13])=[O:12])=[CH:7][CH:6]=3)=[O:3])[CH2:26][CH:25]([C:29]([O:31][CH3:32])=[O:30])[CH2:24]2)=[CH:19][CH:18]=1, predict the reactants needed to synthesize it. The reactants are: Cl[C:2]([O:4][C:5]1[CH:10]=[CH:9][C:8]([N+:11]([O-:13])=[O:12])=[CH:7][CH:6]=1)=[O:3].[F:14][C:15]([F:34])([F:33])[O:16][C:17]1[CH:22]=[CH:21][C:20]([CH:23]2[CH2:28][NH:27][CH2:26][CH:25]([C:29]([O:31][CH3:32])=[O:30])[CH2:24]2)=[CH:19][CH:18]=1.C(N(CC)CC)C. (7) Given the product [CH3:11][N:10]1[C:6]([C:4](=[O:5])[CH3:13])=[CH:7][N:8]=[CH:9]1, predict the reactants needed to synthesize it. The reactants are: CON(C)[C:4]([C:6]1[N:10]([CH3:11])[CH:9]=[N:8][CH:7]=1)=[O:5].[CH3:13][Mg]Br. (8) Given the product [NH2:13][C:11](=[O:12])[C@H:10]([NH:9][C:6]1[CH:7]=[CH:8][C:3]([C:1]([NH2:2])=[O:26])=[C:4]([NH:18][C:19]2[S:23][N:22]=[C:21]([CH3:24])[CH:20]=2)[CH:5]=1)[CH2:14][CH:15]([CH3:17])[CH3:16], predict the reactants needed to synthesize it. The reactants are: [C:1]([C:3]1[CH:8]=[CH:7][C:6]([NH:9][C@H:10]([CH2:14][CH:15]([CH3:17])[CH3:16])[C:11]([NH2:13])=[O:12])=[CH:5][C:4]=1[NH:18][C:19]1[S:23][N:22]=[C:21]([CH3:24])[CH:20]=1)#[N:2].C([O-])([O-])=[O:26].[K+].[K+].OO. (9) Given the product [C:2]([O:4][CH2:5][CH:6]([O:9][C:10](=[O:11])[NH:13][CH2:14][C:15]1[N:24]=[C:23]([N:25]([C:27]2[CH:28]=[CH:29][C:30]([O:33][CH3:34])=[CH:31][CH:32]=2)[CH3:26])[C:22]2[C:17](=[CH:18][CH:19]=[CH:20][CH:21]=2)[N:16]=1)[CH2:7][O:8][C:37](=[O:38])[CH3:36])(=[O:3])[CH3:1].[C:2]([O:4][CH2:5][CH:6]([O:9][C:10](=[O:11])[CH3:12])[CH2:7][O:8][C:37](=[O:38])[NH:13][CH2:14][C:15]1[N:24]=[C:23]([N:25]([C:27]2[CH:28]=[CH:29][C:30]([O:33][CH3:34])=[CH:31][CH:32]=2)[CH3:26])[C:22]2[C:17](=[CH:18][CH:19]=[CH:20][CH:21]=2)[N:16]=1)(=[O:3])[CH3:1], predict the reactants needed to synthesize it. The reactants are: [CH3:1][C:2]([O:4][CH2:5][CH:6]([O:9][C:10]([CH3:12])=[O:11])[CH2:7][OH:8])=[O:3].[NH2:13][CH2:14][C:15]1[N:24]=[C:23]([N:25]([C:27]2[CH:32]=[CH:31][C:30]([O:33][CH3:34])=[CH:29][CH:28]=2)[CH3:26])[C:22]2[C:17](=[CH:18][CH:19]=[CH:20][CH:21]=2)[N:16]=1.C1C[O:38][CH2:37][CH2:36]1.